This data is from Full USPTO retrosynthesis dataset with 1.9M reactions from patents (1976-2016). The task is: Predict the reactants needed to synthesize the given product. (1) Given the product [NH2:21][CH2:22][CH2:23][C:24]1[C:14]2=[C:15]3[C:10](=[CH:11][CH:12]=[C:13]2[NH:18][CH:25]=1)[C:9](=[O:20])[N:8]([CH2:7][C:4]1[CH:5]=[CH:6][N:1]=[CH:2][CH:3]=1)[CH:17]=[CH:16]3.[ClH:30], predict the reactants needed to synthesize it. The reactants are: [N:1]1[CH:6]=[CH:5][C:4]([CH2:7][N:8]2[CH:17]=[CH:16][C:15]3[C:10](=[CH:11][CH:12]=[C:13]([NH:18]N)[CH:14]=3)[C:9]2=[O:20])=[CH:3][CH:2]=1.[NH:21]1C2[C:24](=[CH:25]C=CC=2)[CH:23]=[CH:22]1.[Cl:30]CCCC1OCCO1. (2) Given the product [Br:1][C:2]1[CH:10]=[CH:9][C:5]([C:6]([NH:20][CH2:19][CH2:18][CH:17]([CH3:21])[CH3:16])=[O:8])=[CH:4][C:3]=1[CH3:11], predict the reactants needed to synthesize it. The reactants are: [Br:1][C:2]1[CH:10]=[CH:9][C:5]([C:6]([OH:8])=O)=[CH:4][C:3]=1[CH3:11].S(Cl)(Cl)=O.[CH3:16][CH:17]([CH3:21])[CH2:18][CH2:19][NH2:20].[OH-].[Na+].BrC1C=CC(C(Cl)=O)=CC=1C.